Dataset: Blood-brain barrier penetration binary classification data from Martins et al.. Task: Regression/Classification. Given a drug SMILES string, predict its absorption, distribution, metabolism, or excretion properties. Task type varies by dataset: regression for continuous measurements (e.g., permeability, clearance, half-life) or binary classification for categorical outcomes (e.g., BBB penetration, CYP inhibition). Dataset: bbb_martins. (1) The compound is CN1C(=O)CC(c2ccccc2)C1=O. The result is 1 (penetrates BBB). (2) The drug is CN1CCN2c3ccccc3Cc3ccccc3C2C1. The result is 1 (penetrates BBB). (3) The compound is CCC(=O)C(CC(C)N(C)C)(c1ccccc1)c1ccccc1. The result is 1 (penetrates BBB). (4) The compound is CC(=O)OCC(=O)[C@@]1(O)[C@H](C)C[C@H]2[C@@H]3C[C@H](F)C4=CC(=O)C=C[C@]4(C)[C@H]3[C@@H](O)C[C@@]21C. The result is 1 (penetrates BBB).